This data is from Forward reaction prediction with 1.9M reactions from USPTO patents (1976-2016). The task is: Predict the product of the given reaction. (1) Given the reactants [NH2:1][C:2]1[N:10]=[CH:9][N:8]=[C:7]2[C:3]=1[N:4]=[CH:5][N:6]2[C@H:11]1[C@H:15]([OH:16])[C@H:14]([OH:17])[CH:13]=[CH:12]1, predict the reaction product. The product is: [NH2:1][C:2]1[N:10]=[CH:9][N:8]=[C:7]2[C:3]=1[N:4]=[CH:5][N:6]2[C@@H:11]1[CH2:12][CH2:13][C@@H:14]([OH:17])[C@H:15]1[OH:16]. (2) Given the reactants Cl[C:2]1[C:11]2[C:6](=[CH:7][CH:8]=[CH:9][CH:10]=2)[N:5]=[C:4]([O:12][CH3:13])[CH:3]=1.[NH2:14][CH2:15][CH2:16][NH2:17].COCC(O)C, predict the reaction product. The product is: [CH3:13][O:12][C:4]1[CH:3]=[C:2]([NH:14][CH2:15][CH2:16][NH2:17])[C:11]2[C:6](=[CH:7][CH:8]=[CH:9][CH:10]=2)[N:5]=1. (3) Given the reactants [F:1][C:2]1[CH:7]=[CH:6][C:5]([NH:8][C:9]2[C:10]3[C:17]([CH3:18])=[C:16]([C:19]([OH:21])=O)[S:15][C:11]=3[N:12]=[CH:13][N:14]=2)=[C:4]([O:22][C@H:23]2[CH2:28][CH2:27][C@@H:26]([O:29][CH3:30])[CH2:25][CH2:24]2)[CH:3]=1.[CH3:31][N:32]([CH3:37])[CH2:33][CH2:34][CH2:35][NH2:36], predict the reaction product. The product is: [CH3:31][N:32]([CH3:37])[CH2:33][CH2:34][CH2:35][NH:36][C:19]([C:16]1[S:15][C:11]2[N:12]=[CH:13][N:14]=[C:9]([NH:8][C:5]3[CH:6]=[CH:7][C:2]([F:1])=[CH:3][C:4]=3[O:22][C@H:23]3[CH2:28][CH2:27][C@@H:26]([O:29][CH3:30])[CH2:25][CH2:24]3)[C:10]=2[C:17]=1[CH3:18])=[O:21]. (4) The product is: [C:1]([O:5][C:6](=[O:34])[NH:7][C:8]1([C:12]2[CH:17]=[CH:16][C:15]([C:18]3[N:19]=[C:20]4[CH:25]=[C:24]([C:46]5[CH:45]=[CH:44][NH:43][N:42]=5)[CH:23]=[CH:22][N:21]4[C:27]=3[C:28]3[CH:33]=[CH:32][CH:31]=[CH:30][CH:29]=3)=[CH:14][CH:13]=2)[CH2:11][CH2:10][CH2:9]1)([CH3:4])([CH3:3])[CH3:2]. Given the reactants [C:1]([O:5][C:6](=[O:34])[NH:7][C:8]1([C:12]2[CH:17]=[CH:16][C:15]([C:18]3[N:19]=[C:20]4[CH:25]=[C:24](Br)[CH:23]=[CH:22][N:21]4[C:27]=3[C:28]3[CH:33]=[CH:32][CH:31]=[CH:30][CH:29]=3)=[CH:14][CH:13]=2)[CH2:11][CH2:10][CH2:9]1)([CH3:4])([CH3:3])[CH3:2].C(OC([N:42]1[C:46](B(O)O)=[CH:45][CH:44]=[N:43]1)=O)(C)(C)C.C([O-])([O-])=O.[Na+].[Na+].[NH4+].[Cl-], predict the reaction product. (5) Given the reactants O1C2C(=CC=CC=2)CCC1.N1CCCCC1.Cl.[Cl:18][C:19]1[CH:20]=[C:21]2[C:31](=[CH:32][CH:33]=1)[O:30][C:24]1([CH2:29][CH2:28][NH:27][CH2:26][CH2:25]1)[CH2:23][C:22]2=[O:34].C([O:40][C@@H:41]([C:43]1[N:48]=[C:47](Cl)[CH:46]=[CH:45][N:44]=1)[CH3:42])(=O)CCC.C(N(CC)CC)C, predict the reaction product. The product is: [Cl:18][C:19]1[CH:20]=[C:21]2[C:31](=[CH:32][CH:33]=1)[O:30][C:24]1([CH2:29][CH2:28][N:27]([C:45]3[CH:46]=[CH:47][N:48]=[C:43]([C@H:41]([OH:40])[CH3:42])[N:44]=3)[CH2:26][CH2:25]1)[CH2:23][C:22]2=[O:34]. (6) Given the reactants P(Cl)(Cl)([Cl:3])=O.[N+:6]1([O-])[C:15]2[C:10](=[C:11]3[CH:23]=[CH:22][CH:21]=[CH:20][C:12]3=[C:13]3[CH:19]=[CH:18][CH:17]=[CH:16][C:14]3=2)[N:9]=[CH:8][CH:7]=1.C(=O)([O-])[O-].[K+].[K+], predict the reaction product. The product is: [Cl:3][C:7]1[CH:8]=[N:9][C:10]2[C:15](=[C:14]3[CH:16]=[CH:17][CH:18]=[CH:19][C:13]3=[C:12]3[CH:20]=[CH:21][CH:22]=[CH:23][C:11]3=2)[N:6]=1. (7) Given the reactants Cl[C:2]([O:4][CH2:5][Cl:6])=[O:3].[C:7]1([OH:13])[CH:12]=[CH:11][CH:10]=[CH:9][CH:8]=1.N1C=CC=CC=1, predict the reaction product. The product is: [C:2](=[O:3])([O:13][C:7]1[CH:12]=[CH:11][CH:10]=[CH:9][CH:8]=1)[O:4][CH2:5][Cl:6]. (8) Given the reactants [F:1][C:2]([F:17])([F:16])[O:3][C:4]1[CH:9]=[CH:8][C:7]([C:10]2([C:14]#N)[CH2:13][CH2:12][CH2:11]2)=[CH:6][CH:5]=1.[H-].C([Al+]CC(C)C)C(C)C.C(OCC)(=[O:30])C, predict the reaction product. The product is: [F:1][C:2]([F:17])([F:16])[O:3][C:4]1[CH:9]=[CH:8][C:7]([C:10]2([CH:14]=[O:30])[CH2:13][CH2:12][CH2:11]2)=[CH:6][CH:5]=1. (9) Given the reactants Cl[CH2:2][CH2:3][NH:4][CH2:5][CH2:6]Cl.[Br:8][C:9]1[CH:15]=[CH:14][C:12]([NH2:13])=[CH:11][CH:10]=1.C(=O)([O-])[O-].[K+].[K+], predict the reaction product. The product is: [Br:8][C:9]1[CH:15]=[CH:14][C:12]([N:13]2[CH2:6][CH2:5][NH:4][CH2:3][CH2:2]2)=[CH:11][CH:10]=1.